The task is: Predict the reactants needed to synthesize the given product.. This data is from Full USPTO retrosynthesis dataset with 1.9M reactions from patents (1976-2016). (1) Given the product [CH3:29][O:32][C:24]1[N:25]=[CH:26][C:21]([C:2]2[S:3][C:4]3[CH:10]=[C:9]([NH2:42])[CH:8]=[CH:7][C:5]=3[N:6]=2)=[CH:22][CH:23]=1, predict the reactants needed to synthesize it. The reactants are: Br[C:2]1[S:3][C:4]2[CH:10]=[C:9](OC)[CH:8]=[CH:7][C:5]=2[N:6]=1.CC1(C)C(C)(C)OB([C:21]2[CH:22]=[CH:23][C:24](N)=[N:25][CH:26]=2)O1.[C:29]([O-:32])([O-])=O.[K+].[K+].C(OCC)(=O)C.C[N:42](C=O)C. (2) Given the product [C:2]([O-:5])(=[O:4])[CH3:3].[Fe+2:1].[C:2]([O-:5])(=[O:4])[CH3:3], predict the reactants needed to synthesize it. The reactants are: [Fe:1].[C:2]([OH:5])(=[O:4])[CH3:3]. (3) Given the product [CH2:29]([O:22][C:21]([C:14]1[C:15]2[N:16]=[CH:17][CH:18]=[N:19][C:20]=2[C:11]([C:5]2[CH:4]=[C:3]([O:2][CH3:1])[CH:8]=[C:7]([O:9][CH3:10])[CH:6]=2)=[CH:12][CH:13]=1)=[O:23])[CH3:30], predict the reactants needed to synthesize it. The reactants are: [CH3:1][O:2][C:3]1[CH:4]=[C:5]([C:11]2[C:20]3[N:19]=[CH:18][CH:17]=[N:16][C:15]=3[C:14]([C:21]([OH:23])=[O:22])=[CH:13][CH:12]=2)[CH:6]=[C:7]([O:9][CH3:10])[CH:8]=1.OS(O)(=O)=O.[CH3:29][CH2:30]O. (4) Given the product [C:1]([C:3]1[CH:4]=[C:5]([C:6]2[S:8][C:21]([C:20]([O:19][CH2:17][CH3:18])=[O:26])=[C:22]([CH3:24])[N:7]=2)[CH:9]=[CH:10][C:11]=1[O:12][CH2:13][CH:14]([CH3:16])[CH3:15])#[N:2], predict the reactants needed to synthesize it. The reactants are: [C:1]([C:3]1[CH:4]=[C:5]([CH:9]=[CH:10][C:11]=1[O:12][CH2:13][CH:14]([CH3:16])[CH3:15])[C:6](=[S:8])[NH2:7])#[N:2].[CH2:17]([O:19][C:20](=[O:26])[CH:21](Cl)[C:22]([CH3:24])=O)[CH3:18]. (5) Given the product [C:1]([C:5]1[CH:14]=[C:13]2[C:8]([C:9]([C:17]3[CH:22]=[CH:21][CH:20]=[C:19]([OH:23])[CH:18]=3)=[N:10][C:11]([S:15][CH3:16])=[N:12]2)=[C:7]([NH2:25])[C:6]=1[C:26]([NH2:28])=[O:27])([CH3:4])([CH3:2])[CH3:3], predict the reactants needed to synthesize it. The reactants are: [C:1]([C:5]1[CH:14]=[C:13]2[C:8]([C:9]([C:17]3[CH:22]=[CH:21][CH:20]=[C:19]([O:23]C)[CH:18]=3)=[N:10][C:11]([S:15][CH3:16])=[N:12]2)=[C:7]([NH2:25])[C:6]=1[C:26]([NH2:28])=[O:27])([CH3:4])([CH3:3])[CH3:2].B(Br)(Br)Br.C([O-])(O)=O.[Na+]. (6) Given the product [ClH:17].[C:1](=[O:16])([S:3][CH2:4][CH2:5][CH2:6][NH:7][CH3:8])[CH3:2], predict the reactants needed to synthesize it. The reactants are: [C:1](=[O:16])([S:3][CH2:4][CH2:5][CH2:6][N:7](C(OC(C)(C)C)=O)[CH3:8])[CH3:2].[ClH:17]. (7) Given the product [C:35]([C:37]1[CH:38]=[C:39]([NH:43][C:44](=[S:70])[NH:45][C:46]2[CH:47]=[CH:48][C:49]([C:52]3[CH:60]=[C:59]4[C:55]([CH2:56][N:57]([C@@H:62]([CH:67]([CH3:68])[CH3:69])[C:63]([OH:65])=[O:64])[C:58]4=[O:61])=[CH:54][CH:53]=3)=[CH:50][CH:51]=2)[CH:40]=[CH:41][CH:42]=1)#[N:36], predict the reactants needed to synthesize it. The reactants are: FC1C=CC=CC=1NC(=S)NC1C=CC(C2C=C3C(CN([C@@H](C(C)C)C(O)=O)C3=O)=CC=2)=CC=1.[C:35]([C:37]1[CH:38]=[C:39]([NH:43][C:44](=[S:70])[NH:45][C:46]2[CH:51]=[CH:50][C:49]([C:52]3[CH:60]=[C:59]4[C:55]([CH2:56][N:57]([C@@H:62]([CH:67]([CH3:69])[CH3:68])[C:63]([O:65]C)=[O:64])[C:58]4=[O:61])=[CH:54][CH:53]=3)=[CH:48][CH:47]=2)[CH:40]=[CH:41][CH:42]=1)#[N:36]. (8) Given the product [F:12][C@@H:11]1[CH2:10][N:9]([C:13]([C:51]2[NH:50][N:49]=[CH:53][CH:52]=2)=[O:15])[CH2:8][C:7]([CH3:21])([CH3:20])[C@@H:6]1[O:5][C:4]1[CH:22]=[CH:23][C:24]([C:26]2[N:31]=[C:30]([NH:32][C:33]3[CH:34]=[CH:35][C:36]([N:39]4[CH2:44][CH2:43][N:42]([CH:45]5[CH2:48][O:47][CH2:46]5)[CH2:41][CH2:40]4)=[CH:37][CH:38]=3)[N:29]=[CH:28][N:27]=2)=[CH:25][C:3]=1[C:1]#[N:2], predict the reactants needed to synthesize it. The reactants are: [C:1]([C:3]1[CH:25]=[C:24]([C:26]2[N:31]=[C:30]([NH:32][C:33]3[CH:38]=[CH:37][C:36]([N:39]4[CH2:44][CH2:43][N:42]([CH:45]5[CH2:48][O:47][CH2:46]5)[CH2:41][CH2:40]4)=[CH:35][CH:34]=3)[N:29]=[CH:28][N:27]=2)[CH:23]=[CH:22][C:4]=1[O:5][C@@H:6]1[C@H:11]([F:12])[CH2:10][N:9]([C:13]([O:15]C(C)(C)C)=O)[CH2:8][C:7]1([CH3:21])[CH3:20])#[N:2].[NH:49]1[C:53](C(O)=O)=[CH:52][CH:51]=[N:50]1.